From a dataset of Full USPTO retrosynthesis dataset with 1.9M reactions from patents (1976-2016). Predict the reactants needed to synthesize the given product. (1) Given the product [Cl:1][C:2]1[CH:7]=[CH:6][CH:5]=[C:4]([CH3:8])[C:3]=1[NH:9][C:10]1[NH:11][C:12]2[C:18]3[CH2:19][C:20]([CH3:23])([CH3:22])[O:21][C:17]=3[C:16]([C:24]([NH:42][C:39]3([C:35]4[CH:36]=[CH:37][CH:38]=[C:33]([C:32]([F:31])([F:43])[F:44])[CH:34]=4)[CH2:41][CH2:40]3)=[O:26])=[CH:15][C:13]=2[N:14]=1, predict the reactants needed to synthesize it. The reactants are: [Cl:1][C:2]1[CH:7]=[CH:6][CH:5]=[C:4]([CH3:8])[C:3]=1[NH:9][C:10]1[NH:11][C:12]2[C:18]3[CH2:19][C:20]([CH3:23])([CH3:22])[O:21][C:17]=3[C:16]([C:24]([OH:26])=O)=[CH:15][C:13]=2[N:14]=1.S(Cl)(Cl)=O.[F:31][C:32]([F:44])([F:43])[C:33]1[CH:34]=[C:35]([C:39]2([NH2:42])[CH2:41][CH2:40]2)[CH:36]=[CH:37][CH:38]=1.CCN(C(C)C)C(C)C. (2) The reactants are: C(OC(C1NC=CC=1)=O)C.FC1C=CC(CBr)=CC=1.[F:20][C:21]1[CH:35]=[CH:34][C:24]([CH2:25][N:26]2[CH:30]=[CH:29][CH:28]=[C:27]2[C:31]([OH:33])=[O:32])=[CH:23][CH:22]=1.[NH2:36][C:37]1[S:38][CH:39]=[CH:40][N:41]=1. Given the product [F:20][C:21]1[CH:22]=[CH:23][C:24]([CH2:25][N:26]2[CH:30]=[CH:29][CH:28]=[C:27]2[C:31]([OH:33])=[O:32])=[CH:34][CH:35]=1.[S:38]1[CH:39]=[CH:40][N:41]=[C:37]1[NH:36][C:31]([C:27]1[N:26]([CH2:25][C:24]2[CH:23]=[CH:22][C:21]([F:20])=[CH:35][CH:34]=2)[CH:30]=[CH:29][CH:28]=1)=[O:33], predict the reactants needed to synthesize it. (3) The reactants are: [S:1]1[CH:5]=[CH:4][N:3]2[C:6]3[CH:12]=[C:11]([CH:13]=[O:14])[CH:10]=[CH:9][C:7]=3[N:8]=[C:2]12.[Br-].[Mg+2].[Br-].[N+:18]([C:21]1[CH:39]=[CH:38][C:24]([CH2:25][O:26][C:27]([C:29]2[N:30]3[CH:33]([S:34][CH:35]=2)[CH:32]([Br:36])[C:31]3=[O:37])=[O:28])=[CH:23][CH:22]=1)([O-:20])=[O:19].[C:40](OC(=O)C)(=[O:42])[CH3:41]. Given the product [C:40]([O:14][CH:13]([C:11]1[CH:10]=[CH:9][C:7]2[N:8]=[C:2]3[S:1][CH:5]=[CH:4][N:3]3[C:6]=2[CH:12]=1)[C:32]1([Br:36])[C:31](=[O:37])[N:30]2[C@@H:33]1[S:34][CH:35]=[C:29]2[C:27]([O:26][CH2:25][C:24]1[CH:38]=[CH:39][C:21]([N+:18]([O-:20])=[O:19])=[CH:22][CH:23]=1)=[O:28])(=[O:42])[CH3:41], predict the reactants needed to synthesize it. (4) Given the product [C:9]([N:16]1[CH2:23][CH2:22][CH2:21][C@H:17]1[C:18]([OH:20])=[O:19])([O:11][C:12]([CH3:13])([CH3:14])[CH3:15])=[O:10], predict the reactants needed to synthesize it. The reactants are: O([C:9]([O:11][C:12]([CH3:15])([CH3:14])[CH3:13])=[O:10])[C:9]([O:11][C:12]([CH3:15])([CH3:14])[CH3:13])=[O:10].[NH:16]1[CH2:23][CH2:22][CH2:21][C@H:17]1[C:18]([OH:20])=[O:19].O. (5) Given the product [C:27]([NH:26][C:22]1[CH:23]=[C:24]2[C:19]([CH:18]=[CH:17][C:16]([S:13]([NH:1][C:2]3[CH:3]=[CH:4][C:5]([Cl:11])=[C:6]([CH:10]=3)[C:7]([OH:9])=[O:8])(=[O:15])=[O:14])=[CH:25]2)=[CH:20][CH:21]=1)(=[O:29])[CH3:28], predict the reactants needed to synthesize it. The reactants are: [NH2:1][C:2]1[CH:3]=[CH:4][C:5]([Cl:11])=[C:6]([CH:10]=1)[C:7]([OH:9])=[O:8].Cl[S:13]([C:16]1[CH:25]=[C:24]2[C:19]([CH:20]=[CH:21][C:22]([NH:26][C:27](=[O:29])[CH3:28])=[CH:23]2)=[CH:18][CH:17]=1)(=[O:15])=[O:14]. (6) Given the product [C:25]([O:24][C:22]([N:29]1[CH:33]=[C:32]([C:2]2[CH:3]=[C:4]3[C:9](=[CH:10][CH:11]=2)[N:8]=[C:7]([NH:12][C@@H:13]([C:15]2[CH:20]=[CH:19][CH:18]=[C:17]([Cl:21])[CH:16]=2)[CH3:14])[CH:6]=[N:5]3)[CH:31]=[N:30]1)=[O:23])([CH3:28])([CH3:26])[CH3:27], predict the reactants needed to synthesize it. The reactants are: Br[C:2]1[CH:3]=[C:4]2[C:9](=[CH:10][CH:11]=1)[N:8]=[C:7]([NH:12][C@@H:13]([C:15]1[CH:20]=[CH:19][CH:18]=[C:17]([Cl:21])[CH:16]=1)[CH3:14])[CH:6]=[N:5]2.[C:22]([N:29]1[CH:33]=[C:32](B2OC(C)(C)C(C)(C)O2)[CH:31]=[N:30]1)([O:24][C:25]([CH3:28])([CH3:27])[CH3:26])=[O:23].C(=O)([O-])[O-].[Cs+].[Cs+].[I-].[K+].